The task is: Predict the reaction yield, written as a fraction of the theoretical maximum amount of product (1.0 means a 100% yield; for example, 0.34 means a 34% yield).. This data is from Reaction yield outcomes from USPTO patents with 853,638 reactions. (1) The reactants are [C:1]1([S:7](Cl)(=[O:9])=[O:8])[CH:6]=[CH:5][CH:4]=[CH:3][CH:2]=1.[NH:11]1[CH2:15][CH2:14][CH2:13][C@H:12]1[C:16]([OH:18])=[O:17].C([O-])([O-])=O.[Na+].[Na+]. The catalyst is C1COCC1. The product is [C:1]1([S:7]([N:11]2[CH2:15][CH2:14][CH2:13][C@H:12]2[C:16]([OH:18])=[O:17])(=[O:9])=[O:8])[CH:6]=[CH:5][CH:4]=[CH:3][CH:2]=1. The yield is 0.920. (2) The reactants are CN(C=O)C.P(Cl)(Cl)([Cl:8])=O.[Br:11][C:12]1[CH:21]=[CH:20][C:15]2[NH:16][C:17](=O)[S:18][C:14]=2[CH:13]=1.C([O-])([O-])=O.[K+].[K+]. The catalyst is O. The product is [Br:11][C:12]1[CH:21]=[CH:20][C:15]2[N:16]=[C:17]([Cl:8])[S:18][C:14]=2[CH:13]=1. The yield is 0.950. (3) The reactants are [C:1](=[NH:25])([O:3][CH2:4][CH2:5][C:6]1[CH:11]=[CH:10][C:9]([O:12][C:13]2[CH:18]=[CH:17][C:16]([Cl:19])=[C:15]([C:20]([F:23])([F:22])[F:21])[CH:14]=2)=[C:8]([F:24])[CH:7]=1)[NH2:2].[OH:26]/[CH:27]=[C:28](/[CH2:33][C:34]1[CH:35]=[N:36][C:37]([O:40][CH3:41])=[N:38][CH:39]=1)\[C:29](OC)=O.C([O-])([O-])=O.[K+].[K+]. The catalyst is CN1C(=O)CCC1. The product is [Cl:19][C:16]1[CH:17]=[CH:18][C:13]([O:12][C:9]2[CH:10]=[CH:11][C:6]([CH2:5][CH2:4][O:3][C:1]3[NH:2][CH:29]=[C:28]([CH2:33][C:34]4[CH:35]=[N:36][C:37]([O:40][CH3:41])=[N:38][CH:39]=4)[C:27](=[O:26])[N:25]=3)=[CH:7][C:8]=2[F:24])=[CH:14][C:15]=1[C:20]([F:23])([F:21])[F:22]. The yield is 0.145. (4) The reactants are Cl[CH2:2][C:3]1[C:12]([OH:13])=[CH:11][CH:10]=[C:9]2[C:4]=1[CH2:5][CH2:6][CH2:7][C:8]2=[O:14].[Cl:15][C:16]1[CH:17]=[C:18]([CH2:23][SH:24])[CH:19]=[CH:20][C:21]=1[Cl:22]. No catalyst specified. The product is [Cl:15][C:16]1[CH:17]=[C:18]([CH:19]=[CH:20][C:21]=1[Cl:22])[CH2:23][S:24][CH2:2][C:3]1[C:12]([OH:13])=[CH:11][CH:10]=[C:9]2[C:4]=1[CH2:5][CH2:6][CH2:7][C:8]2=[O:14]. The yield is 0.630.